From a dataset of NCI-60 drug combinations with 297,098 pairs across 59 cell lines. Regression. Given two drug SMILES strings and cell line genomic features, predict the synergy score measuring deviation from expected non-interaction effect. (1) Drug 1: CN(CCCl)CCCl.Cl. Drug 2: C1CN(P(=O)(OC1)NCCCl)CCCl. Cell line: SF-295. Synergy scores: CSS=15.0, Synergy_ZIP=-7.54, Synergy_Bliss=-7.68, Synergy_Loewe=-18.0, Synergy_HSA=-4.27. (2) Drug 2: CC1C(C(CC(O1)OC2CC(CC3=C2C(=C4C(=C3O)C(=O)C5=C(C4=O)C(=CC=C5)OC)O)(C(=O)CO)O)N)O.Cl. Synergy scores: CSS=44.5, Synergy_ZIP=1.50, Synergy_Bliss=1.47, Synergy_Loewe=-2.57, Synergy_HSA=3.10. Drug 1: CCC1=CC2CC(C3=C(CN(C2)C1)C4=CC=CC=C4N3)(C5=C(C=C6C(=C5)C78CCN9C7C(C=CC9)(C(C(C8N6C)(C(=O)OC)O)OC(=O)C)CC)OC)C(=O)OC.C(C(C(=O)O)O)(C(=O)O)O. Cell line: T-47D. (3) Drug 1: CCC1=CC2CC(C3=C(CN(C2)C1)C4=CC=CC=C4N3)(C5=C(C=C6C(=C5)C78CCN9C7C(C=CC9)(C(C(C8N6C)(C(=O)OC)O)OC(=O)C)CC)OC)C(=O)OC.C(C(C(=O)O)O)(C(=O)O)O. Drug 2: C(CCl)NC(=O)N(CCCl)N=O. Cell line: KM12. Synergy scores: CSS=52.9, Synergy_ZIP=-1.46, Synergy_Bliss=-1.41, Synergy_Loewe=-48.3, Synergy_HSA=-1.23. (4) Drug 1: C1CN1P(=S)(N2CC2)N3CC3. Drug 2: CC1CCC2CC(C(=CC=CC=CC(CC(C(=O)C(C(C(=CC(C(=O)CC(OC(=O)C3CCCCN3C(=O)C(=O)C1(O2)O)C(C)CC4CCC(C(C4)OC)O)C)C)O)OC)C)C)C)OC. Cell line: CCRF-CEM. Synergy scores: CSS=20.7, Synergy_ZIP=2.00, Synergy_Bliss=4.44, Synergy_Loewe=-1.42, Synergy_HSA=-2.50.